Task: Predict the reactants needed to synthesize the given product.. Dataset: Full USPTO retrosynthesis dataset with 1.9M reactions from patents (1976-2016) (1) Given the product [ClH:2].[Cl:2][C:3]1[CH:4]=[C:5]2[C:10](=[CH:11][CH:12]=1)[CH:9]=[C:8]([S:13]([N:16]1[CH2:21][CH2:20][N:19]([C:22]([C:24]3[NH:32][C:31]4[CH2:30][CH2:29][N:28]([CH3:35])[CH2:27][C:26]=4[CH:25]=3)=[O:23])[CH2:18][CH2:17]1)(=[O:15])=[O:14])[CH:7]=[CH:6]2, predict the reactants needed to synthesize it. The reactants are: Cl.[Cl:2][C:3]1[CH:4]=[C:5]2[C:10](=[CH:11][CH:12]=1)[CH:9]=[C:8]([S:13]([N:16]1[CH2:21][CH2:20][N:19]([C:22]([C:24]3[NH:32][C:31]4[CH2:30][CH2:29][NH:28][CH2:27][C:26]=4[CH:25]=3)=[O:23])[CH2:18][CH2:17]1)(=[O:15])=[O:14])[CH:7]=[CH:6]2.C=O.[C:35](O[BH-](OC(=O)C)OC(=O)C)(=O)C.[Na+].C(=O)(O)[O-].[Na+]. (2) Given the product [Cl:28][C:23]1[CH:22]=[C:21]([C:15]2([C:17]([F:18])([F:20])[F:19])[O:14][N:13]=[C:12]([C:10]3[S:11][C:7]([CH:5]([NH2:2])[CH3:6])=[C:8]([CH3:29])[CH:9]=3)[CH2:16]2)[CH:26]=[C:25]([Cl:27])[CH:24]=1, predict the reactants needed to synthesize it. The reactants are: O.[N:2]([CH:5]([C:7]1[S:11][C:10]([C:12]2[CH2:16][C:15]([C:21]3[CH:26]=[C:25]([Cl:27])[CH:24]=[C:23]([Cl:28])[CH:22]=3)([C:17]([F:20])([F:19])[F:18])[O:14][N:13]=2)=[CH:9][C:8]=1[CH3:29])[CH3:6])=[N+]=[N-].C1(P(C2C=CC=CC=2)C2C=CC=CC=2)C=CC=CC=1. (3) Given the product [F:22][C:10]1[C:9]2[O:8][C:5]3[C:4]([C@@:15]4([CH2:19][S:18][C:17]([NH2:20])=[N:16]4)[C:14]=2[CH:13]=[C:12]([C:38]2[CH:37]=[CH:36][N:35]=[C:34]([CH3:33])[CH:39]=2)[N:11]=1)=[CH:3][C:2]([C:29]1[C:24]([F:23])=[N:25][CH:26]=[CH:27][CH:28]=1)=[CH:7][CH:6]=3, predict the reactants needed to synthesize it. The reactants are: Br[C:2]1[CH:3]=[C:4]2[C@@:15]3([CH2:19][S:18][C:17]([NH2:20])=[N:16]3)[C:14]3[CH:13]=[C:12](Cl)[N:11]=[C:10]([F:22])[C:9]=3[O:8][C:5]2=[CH:6][CH:7]=1.[F:23][C:24]1[C:29](B(O)O)=[CH:28][CH:27]=[CH:26][N:25]=1.[CH3:33][C:34]1[CH:39]=[C:38](B2OC(C)(C)C(C)(C)O2)[CH:37]=[CH:36][N:35]=1. (4) Given the product [OH:24][C:20]1[CH:19]=[C:18]([CH2:17][CH2:16][NH:15][C:12]([C:10]2[S:11][C:7]([C:4]3[CH:3]=[CH:2][N:1]=[CH:6][CH:5]=3)=[CH:8][CH:9]=2)=[O:14])[CH:23]=[CH:22][CH:21]=1, predict the reactants needed to synthesize it. The reactants are: [N:1]1[CH:6]=[CH:5][C:4]([C:7]2[S:11][C:10]([C:12]([OH:14])=O)=[CH:9][CH:8]=2)=[CH:3][CH:2]=1.[NH2:15][CH2:16][CH2:17][C:18]1[CH:19]=[C:20]([OH:24])[CH:21]=[CH:22][CH:23]=1. (5) Given the product [F:28][CH2:27][CH:25]1[CH2:24][N:23]([CH2:22][CH2:21][O:20][C:17]2[CH:16]=[CH:15][C:14]([CH:3]3[C:2]([C:38]4[CH:39]=[C:34]([NH:33][S:30]([CH3:29])(=[O:31])=[O:32])[CH:35]=[CH:36][CH:37]=4)=[C:11]([CH3:12])[C:10]4[C:5](=[CH:6][CH:7]=[C:8]([OH:13])[CH:9]=4)[O:4]3)=[CH:19][CH:18]=2)[CH2:26]1, predict the reactants needed to synthesize it. The reactants are: Br[C:2]1[CH:3]([C:14]2[CH:19]=[CH:18][C:17]([O:20][CH2:21][CH2:22][N:23]3[CH2:26][CH:25]([CH2:27][F:28])[CH2:24]3)=[CH:16][CH:15]=2)[O:4][C:5]2[C:10]([C:11]=1[CH3:12])=[CH:9][C:8]([OH:13])=[CH:7][CH:6]=2.[CH3:29][S:30]([NH:33][C:34]1[CH:35]=[C:36](B(O)O)[CH:37]=[CH:38][CH:39]=1)(=[O:32])=[O:31]. (6) Given the product [CH3:21][C:11]1([C:14]([N:16]2[CH2:20][CH2:19][CH2:18][CH2:17]2)=[O:15])[CH2:10][CH2:9][NH:8][CH2:13][CH2:12]1, predict the reactants needed to synthesize it. The reactants are: C(OC([N:8]1[CH2:13][CH2:12][C:11]([CH3:21])([C:14]([N:16]2[CH2:20][CH2:19][CH2:18][CH2:17]2)=[O:15])[CH2:10][CH2:9]1)=O)(C)(C)C. (7) Given the product [OH:46][CH2:42][CH2:43][C:44]#[C:45][C:7]1[CH:15]=[CH:14][C:13]([C:16]2[N:17]([C:32]([O:34][C:35]([CH3:37])([CH3:38])[CH3:36])=[O:33])[C:18]3[C:23]([CH:24]=2)=[CH:22][C:21]([CH2:25][N:26]2[CH2:31][CH2:30][CH2:29][CH2:28][CH2:27]2)=[CH:20][CH:19]=3)=[C:12]2[C:8]=1[CH2:9][NH:10][C:11]2=[O:39], predict the reactants needed to synthesize it. The reactants are: FC(F)(F)S(O[C:7]1[CH:15]=[CH:14][C:13]([C:16]2[N:17]([C:32]([O:34][C:35]([CH3:38])([CH3:37])[CH3:36])=[O:33])[C:18]3[C:23]([CH:24]=2)=[CH:22][C:21]([CH2:25][N:26]2[CH2:31][CH2:30][CH2:29][CH2:28][CH2:27]2)=[CH:20][CH:19]=3)=[C:12]2[C:8]=1[CH2:9][NH:10][C:11]2=[O:39])(=O)=O.[CH2:42]([OH:46])[CH2:43][C:44]#[CH:45].C(N(CC)CC)C.O.